This data is from Forward reaction prediction with 1.9M reactions from USPTO patents (1976-2016). The task is: Predict the product of the given reaction. (1) Given the reactants Br[C:2]1[CH:7]=[CH:6][C:5]([CH2:8][CH2:9][NH:10][C:11](=[O:17])[O:12][C:13]([CH3:16])([CH3:15])[CH3:14])=[CH:4][CH:3]=1.[CH3:18][N:19](C=O)C, predict the reaction product. The product is: [C:18]([C:2]1[CH:7]=[CH:6][C:5]([CH2:8][CH2:9][NH:10][C:11](=[O:17])[O:12][C:13]([CH3:16])([CH3:15])[CH3:14])=[CH:4][CH:3]=1)#[N:19]. (2) The product is: [Cl:16][C:17]1[CH:22]=[CH:21][CH:20]=[CH:19][C:18]=1[S:23]([N:9]1[CH2:8][CH2:7][C:6]2([C:4](=[O:5])[N:38]([C:35]3[CH:36]=[N:37][C:32]([O:31][CH2:30][CH2:29][C:28]([F:40])([F:27])[F:39])=[CH:33][CH:34]=3)[CH2:13][CH2:12]2)[CH2:11][CH2:10]1)(=[O:25])=[O:24]. Given the reactants C(O[C:4]([C:6]1([CH2:12][CH2:13]OC)[CH2:11][CH2:10][NH:9][CH2:8][CH2:7]1)=[O:5])C.[Cl:16][C:17]1[CH:22]=[CH:21][CH:20]=[CH:19][C:18]=1[S:23](Cl)(=[O:25])=[O:24].[F:27][C:28]([F:40])([F:39])[CH2:29][CH2:30][O:31][C:32]1[N:37]=[CH:36][C:35]([NH2:38])=[CH:34][CH:33]=1, predict the reaction product. (3) The product is: [Cl:1][C:2]1[C:3]([N:8]2[C:12]([C:13]([OH:15])=[O:14])=[CH:11][C:10]([C:17]#[C:18][C:19]3[CH:24]=[CH:23][C:22]([O:25][C:26]([F:29])([F:27])[F:28])=[CH:21][CH:20]=3)=[N:9]2)=[N:4][CH:5]=[CH:6][CH:7]=1. Given the reactants [Cl:1][C:2]1[C:3]([N:8]2[C:12]([C:13]([O:15]C)=[O:14])=[CH:11][C:10]([C:17]#[C:18][C:19]3[CH:24]=[CH:23][C:22]([O:25][C:26]([F:29])([F:28])[F:27])=[CH:21][CH:20]=3)=[N:9]2)=[N:4][CH:5]=[CH:6][CH:7]=1.[OH-].[Na+], predict the reaction product. (4) Given the reactants [Cl-].O[NH3+:3].[C:4](=[O:7])([O-])[OH:5].[Na+].[OH:9][C:10]([CH3:48])([CH3:47])[CH2:11][O:12][C@H:13]1[CH2:18][CH2:17][C@H:16]([N:19]2[C:24](=[O:25])[C:23]([CH2:26][C:27]3[CH:32]=[CH:31][C:30]([C:33]4[C:34]([C:39]#[N:40])=[CH:35][CH:36]=[CH:37][CH:38]=4)=[CH:29][CH:28]=3)=[C:22]([CH2:41][CH2:42][CH3:43])[N:21]3[N:44]=[N:45][CH:46]=[C:20]23)[CH2:15][CH2:14]1, predict the reaction product. The product is: [OH:9][C:10]([CH3:47])([CH3:48])[CH2:11][O:12][C@H:13]1[CH2:18][CH2:17][C@H:16]([N:19]2[C:24](=[O:25])[C:23]([CH2:26][C:27]3[CH:32]=[CH:31][C:30]([C:33]4[CH:38]=[CH:37][CH:36]=[CH:35][C:34]=4[C:39]4[NH:3][C:4](=[O:7])[O:5][N:40]=4)=[CH:29][CH:28]=3)=[C:22]([CH2:41][CH2:42][CH3:43])[N:21]3[N:44]=[N:45][CH:46]=[C:20]23)[CH2:15][CH2:14]1. (5) Given the reactants [F:1][C:2]([F:43])([F:42])[C:3]1[CH:4]=[C:5]([CH:39]=[CH:40][CH:41]=1)[CH2:6][NH:7][C:8](=[O:38])[C:9]1[CH:14]=[CH:13][N:12]=[C:11]([C:15]2[CH:20]=[C:19]([N:21]3[CH2:26][CH2:25][CH2:24][CH2:23][CH2:22]3)[CH:18]=[CH:17][C:16]=2[NH:27][C:28](=[O:37])[C:29]2([CH2:35]Cl)[CH:34]=[CH:33][CH:32]=[CH:31][NH:30]2)[CH:10]=1.[CH3:44][NH2:45], predict the reaction product. The product is: [F:1][C:2]([F:43])([F:42])[C:3]1[CH:4]=[C:5]([CH:39]=[CH:40][CH:41]=1)[CH2:6][NH:7][C:8](=[O:38])[C:9]1[CH:14]=[CH:13][N:12]=[C:11]([C:15]2[CH:20]=[C:19]([N:21]3[CH2:26][CH2:25][CH2:24][CH2:23][CH2:22]3)[CH:18]=[CH:17][C:16]=2[NH:27][C:28](=[O:37])[C:29]2([CH2:35][NH:45][CH3:44])[CH:34]=[CH:33][CH:32]=[CH:31][NH:30]2)[CH:10]=1. (6) The product is: [Cl:32][C:27]1[CH:28]=[CH:29][CH:30]=[CH:31][C:26]=1[CH:23]1[C:22]2[N:17]=[C:15]([NH:14][C:4]3[CH:5]=[CH:6][C:7]([N:8]4[CH:12]=[C:11]([CH3:13])[N:10]=[CH:9]4)=[C:2]([F:1])[CH:3]=3)[S:16][C:21]=2[CH2:20][CH2:19][CH2:24]1. Given the reactants [F:1][C:2]1[CH:3]=[C:4]([NH:14][C:15]([NH2:17])=[S:16])[CH:5]=[CH:6][C:7]=1[N:8]1[CH:12]=[C:11]([CH3:13])[N:10]=[CH:9]1.Br[CH:19]1[C:24](=O)[CH:23]([C:26]2[CH:31]=[CH:30][CH:29]=[CH:28][C:27]=2[Cl:32])[CH2:22][CH2:21][CH2:20]1, predict the reaction product.